This data is from Reaction yield outcomes from USPTO patents with 853,638 reactions. The task is: Predict the reaction yield, written as a fraction of the theoretical maximum amount of product (1.0 means a 100% yield; for example, 0.34 means a 34% yield). (1) The reactants are [CH3:1][O:2][C:3]1[CH:8]=[CH:7][CH:6]=[CH:5][C:4]=1[N:9]1[CH2:14][CH2:13][NH:12][CH2:11][CH2:10]1.C([N:18]([CH2:22][CH3:23])[CH:19]([CH3:21])[CH3:20])(C)C.C(OCC)(=[O:26])C.[C:30]1([CH3:36])C=CC=[CH:32][CH:31]=1. No catalyst specified. The product is [CH3:1][O:2][C:3]1[CH:8]=[CH:7][CH:6]=[CH:5][C:4]=1[N:9]1[CH2:14][CH2:13][N:12]([CH2:23][C:22]([NH:18][C:19]2[CH:20]=[CH:32][CH:31]=[C:30]([CH3:36])[CH:21]=2)=[O:26])[CH2:11][CH2:10]1. The yield is 0.830. (2) The reactants are [F:1][C:2]1[C:7]([F:8])=[CH:6][CH:5]=[CH:4][C:3]=1[C:9]1[CH:17]=[CH:16][CH:15]=[C:14]2[C:10]=1[CH:11]=[CH:12][NH:13]2.C([OH:20])C.C(O)(=O)C.[Br-].[Br-].[Br-].[NH+]1C=CC=CC=1.[NH+]1C=CC=CC=1.[NH+]1C=CC=CC=1. The catalyst is CC(O)(C)C.[Zn]. The product is [F:1][C:2]1[C:7]([F:8])=[CH:6][CH:5]=[CH:4][C:3]=1[C:9]1[CH:17]=[CH:16][CH:15]=[C:14]2[C:10]=1[CH2:11][C:12](=[O:20])[NH:13]2. The yield is 0.760. (3) The reactants are [Br:1][C:2]1[C:3]([C:7]2[CH:12]=[CH:11][C:10]([N+:13]([O-:15])=[O:14])=[CH:9][CH:8]=2)=[N:4][NH:5][CH:6]=1.[H-].[Na+].I[CH2:19][CH3:20]. The catalyst is CN(C)C=O. The product is [Br:1][C:2]1[C:3]([C:7]2[CH:8]=[CH:9][C:10]([N+:13]([O-:15])=[O:14])=[CH:11][CH:12]=2)=[N:4][N:5]([CH2:19][CH3:20])[CH:6]=1. The yield is 0.940. (4) The reactants are CON(C)[C:4](=[O:21])[CH:5]([C:13]1[CH:18]=[CH:17][C:16]([S:19][CH3:20])=[CH:15][N:14]=1)[CH2:6][CH:7]1[CH2:12][CH2:11][O:10][CH2:9][CH2:8]1.[CH:23]([Mg]Br)=[CH2:24].Cl. The catalyst is O1CCCC1. The product is [CH3:20][S:19][C:16]1[CH:17]=[CH:18][C:13]([CH:5]([CH2:6][CH:7]2[CH2:8][CH2:9][O:10][CH2:11][CH2:12]2)[C:4](=[O:21])[CH:23]=[CH2:24])=[N:14][CH:15]=1. The yield is 0.460. (5) The reactants are [C:1]([O:4][CH:5]1[C:9]2[N:10]=[CH:11][N:12]=[C:13](Cl)[C:8]=2[C@H:7]([CH3:15])[CH2:6]1)(=[O:3])[CH3:2].[CH3:16][C@@H:17]1[NH:22][CH2:21][CH2:20][N:19]([C:23]([O:25][C:26]([CH3:29])([CH3:28])[CH3:27])=[O:24])[CH2:18]1. The catalyst is CN1C(=O)CCC1.C(OCC)(=O)C. The product is [C:1]([O:4][CH:5]1[C:9]2[N:10]=[CH:11][N:12]=[C:13]([N:22]3[CH2:21][CH2:20][N:19]([C:23]([O:25][C:26]([CH3:29])([CH3:28])[CH3:27])=[O:24])[CH2:18][C@@H:17]3[CH3:16])[C:8]=2[C@H:7]([CH3:15])[CH2:6]1)(=[O:3])[CH3:2]. The yield is 0.600.